From a dataset of Peptide-MHC class I binding affinity with 185,985 pairs from IEDB/IMGT. Regression. Given a peptide amino acid sequence and an MHC pseudo amino acid sequence, predict their binding affinity value. This is MHC class I binding data. (1) The peptide sequence is TQRKKTLGF. The MHC is HLA-A03:01 with pseudo-sequence HLA-A03:01. The binding affinity (normalized) is 0.0847. (2) The peptide sequence is AITLVVISV. The MHC is HLA-A02:03 with pseudo-sequence HLA-A02:03. The binding affinity (normalized) is 0.449. (3) The peptide sequence is RQRHYFDSA. The MHC is HLA-A26:01 with pseudo-sequence HLA-A26:01. The binding affinity (normalized) is 0.0847.